From a dataset of Catalyst prediction with 721,799 reactions and 888 catalyst types from USPTO. Predict which catalyst facilitates the given reaction. (1) Reactant: C1(P(C2C=CC=CC=2)C2C=CC=CC=2)C=CC=CC=1.N(C(OCC)=O)=NC(OCC)=O.[Cl:32][CH2:33][CH2:34][C@H:35]([C:37]1[CH:42]=[CH:41][CH:40]=[CH:39][CH:38]=1)O.[C:43]1(=[O:53])[NH:47][C:46](=[O:48])[C:45]2=[CH:49][CH:50]=[CH:51][CH:52]=[C:44]12. Product: [Cl:32][CH2:33][CH2:34][C@H:35]([N:47]1[C:43](=[O:53])[C:44]2[C:45](=[CH:49][CH:50]=[CH:51][CH:52]=2)[C:46]1=[O:48])[C:37]1[CH:42]=[CH:41][CH:40]=[CH:39][CH:38]=1. The catalyst class is: 1. (2) Reactant: [C:1]([O:5][C:6](=[O:34])[NH:7][C:8]1[CH:9]=[C:10]2[CH:16]=[C:15]([CH:17]([OH:24])[CH2:18][CH:19]3[CH2:23][CH2:22][CH2:21][CH2:20]3)[N:14]([S:25]([C:28]3[CH:33]=[CH:32][CH:31]=[CH:30][CH:29]=3)(=[O:27])=[O:26])[C:11]2=[N:12][CH:13]=1)([CH3:4])([CH3:3])[CH3:2].CC(OI1(OC(C)=O)(OC(C)=O)OC(=O)C2C=CC=CC1=2)=O. Product: [C:1]([O:5][C:6](=[O:34])[NH:7][C:8]1[CH:9]=[C:10]2[CH:16]=[C:15]([C:17](=[O:24])[CH2:18][CH:19]3[CH2:23][CH2:22][CH2:21][CH2:20]3)[N:14]([S:25]([C:28]3[CH:33]=[CH:32][CH:31]=[CH:30][CH:29]=3)(=[O:27])=[O:26])[C:11]2=[N:12][CH:13]=1)([CH3:4])([CH3:2])[CH3:3]. The catalyst class is: 4.